From a dataset of Catalyst prediction with 721,799 reactions and 888 catalyst types from USPTO. Predict which catalyst facilitates the given reaction. (1) Reactant: [CH3:1][N:2]1[C:10]2[C:5](=[CH:6][CH:7]=[CH:8][CH:9]=2)[C:4]([C:11]2[C:12](=[O:26])[NH:13][C:14](=[O:25])[C:15]=2[C:16]2[CH:21]=[CH:20][CH:19]=[C:18]([N+:22]([O-])=O)[CH:17]=2)=[CH:3]1.[OH-].[Na+]. Product: [CH3:1][N:2]1[C:10]2[C:5](=[CH:6][CH:7]=[CH:8][CH:9]=2)[C:4]([C:11]2[C:12](=[O:26])[NH:13][C:14](=[O:25])[C:15]=2[C:16]2[CH:21]=[CH:20][CH:19]=[C:18]([NH2:22])[CH:17]=2)=[CH:3]1. The catalyst class is: 21. (2) Reactant: [CH:1]([OH:3])=O.C(OC(=O)C)(=O)C.[Cl:11][C:12]1[CH:17]=[CH:16][C:15]([N:18]2[CH2:23][CH2:22][N:21]([S:24]([CH2:27][CH:28]([NH:38][OH:39])[CH2:29][CH2:30][C:31]3[CH:32]=[N:33][CH:34]=[C:35]([Cl:37])[CH:36]=3)(=[O:26])=[O:25])[CH2:20][CH2:19]2)=[CH:14][CH:13]=1. Product: [Cl:11][C:12]1[CH:17]=[CH:16][C:15]([N:18]2[CH2:19][CH2:20][N:21]([S:24]([CH2:27][CH:28]([N:38]([OH:39])[CH:1]=[O:3])[CH2:29][CH2:30][C:31]3[CH:32]=[N:33][CH:34]=[C:35]([Cl:37])[CH:36]=3)(=[O:25])=[O:26])[CH2:22][CH2:23]2)=[CH:14][CH:13]=1. The catalyst class is: 1. (3) Reactant: [CH2:1]([C@@H:8]1[CH2:12]OC(=O)N1C(=O)CC1C=CC(C(F)(F)F)=C(F)C=1)[C:2]1C=CC=[CH:4][CH:3]=1.[CH:28](N(C(C)C)CC)(C)C.COC1CCCN1[C:44]([O:46][C:47]([CH3:50])(C)C)=[O:45]. Product: [CH3:12][CH2:8][CH2:1][CH2:2][CH2:3][CH3:4].[C:44]([O:46][CH2:47][CH3:50])(=[O:45])[CH3:28]. The catalyst class is: 528. (4) Reactant: [C:1]1([NH2:11])[C:10]2[CH2:9][CH2:8][CH2:7][CH2:6][C:5]=2[CH:4]=[CH:3][CH:2]=1.C(N(CC)CC)C.[C:19](Cl)(=[O:21])[CH3:20].[Br:23]Br. Product: [Br:23][C:4]1[C:5]2[CH2:6][CH2:7][CH2:8][CH2:9][C:10]=2[C:1]([NH:11][C:19](=[O:21])[CH3:20])=[CH:2][CH:3]=1. The catalyst class is: 2. (5) Reactant: Br[C:2]1[CH:3]=[CH:4][C:5]([O:8][CH3:9])=[N:6][CH:7]=1.[B:10]1([B:10]2[O:14][C:13]([CH3:16])([CH3:15])[C:12]([CH3:18])([CH3:17])[O:11]2)[O:14][C:13]([CH3:16])([CH3:15])[C:12]([CH3:18])([CH3:17])[O:11]1.C([O-])(=O)C.[K+].C(Cl)Cl. The catalyst class is: 11. Product: [CH3:9][O:8][C:5]1[CH:4]=[CH:3][C:2]([B:10]2[O:14][C:13]([CH3:16])([CH3:15])[C:12]([CH3:18])([CH3:17])[O:11]2)=[CH:7][N:6]=1. (6) Reactant: Br[C:2]1[CH:7]=[CH:6][C:5]([CH2:8][N:9]([CH2:20][CH:21]([CH3:23])[CH3:22])[S:10]([CH2:13][C:14]2[CH:19]=[CH:18][CH:17]=[CH:16][CH:15]=2)(=[O:12])=[O:11])=[CH:4][CH:3]=1.C1(P(C2CCCCC2)C2C=CC=CC=2C2C(OC(C)C)=CC=CC=2OC(C)C)CCCCC1.COC(C)(C)C.CC(C)([O-])C.[Na+].[CH:69]1([C:72]([N:74]2[CH2:79][CH2:78][NH:77][CH2:76][CH2:75]2)=[O:73])[CH2:71][CH2:70]1. Product: [CH:69]1([C:72]([N:74]2[CH2:79][CH2:78][N:77]([C:2]3[CH:7]=[CH:6][C:5]([CH2:8][N:9]([CH2:20][CH:21]([CH3:23])[CH3:22])[S:10]([CH2:13][C:14]4[CH:19]=[CH:18][CH:17]=[CH:16][CH:15]=4)(=[O:12])=[O:11])=[CH:4][CH:3]=3)[CH2:76][CH2:75]2)=[O:73])[CH2:70][CH2:71]1. The catalyst class is: 12.